This data is from Full USPTO retrosynthesis dataset with 1.9M reactions from patents (1976-2016). The task is: Predict the reactants needed to synthesize the given product. (1) The reactants are: [I:1][C:2]1[C:7]([NH2:8])=[C:6]([I:9])[N:5]=[CH:4][N:3]=1.[H-].[Na+].[CH3:12]S(OC)(=O)=O.C(OCC)(=O)C. Given the product [I:1][C:2]1[C:7]([NH:8][CH3:12])=[C:6]([I:9])[N:5]=[CH:4][N:3]=1, predict the reactants needed to synthesize it. (2) Given the product [CH3:1][C:2]1([CH3:38])[O:7][CH2:6][C:5]([CH2:19][O:20][Si:21]([C:34]([CH3:37])([CH3:36])[CH3:35])([C:22]2[CH:23]=[CH:24][CH:25]=[CH:26][CH:27]=2)[C:28]2[CH:33]=[CH:32][CH:31]=[CH:30][CH:29]=2)([CH2:8][N:9]2[CH:17]=[N:16][C:15]3[C:10]2=[N:11][CH:12]=[N:13][C:14]=3[NH:18][C:39](=[O:46])[C:40]2[CH:45]=[CH:44][CH:43]=[CH:42][CH:41]=2)[CH2:4][O:3]1, predict the reactants needed to synthesize it. The reactants are: [CH3:1][C:2]1([CH3:38])[O:7][CH2:6][C:5]([CH2:19][O:20][Si:21]([C:34]([CH3:37])([CH3:36])[CH3:35])([C:28]2[CH:33]=[CH:32][CH:31]=[CH:30][CH:29]=2)[C:22]2[CH:27]=[CH:26][CH:25]=[CH:24][CH:23]=2)([CH2:8][N:9]2[CH:17]=[N:16][C:15]3[C:10]2=[N:11][CH:12]=[N:13][C:14]=3[NH2:18])[CH2:4][O:3]1.[C:39](Cl)(=[O:46])[C:40]1[CH:45]=[CH:44][CH:43]=[CH:42][CH:41]=1.CO.C1(C)C=CC=CC=1. (3) Given the product [CH3:1][C:2]1[N:3]([CH2:15][CH2:13][CH2:12][NH2:9])[CH:4]=[N:5][CH:6]=1, predict the reactants needed to synthesize it. The reactants are: [CH3:1][C:2]1[N:3]=[CH:4][NH:5][CH:6]=1.C([N:9]([CH2:12][CH3:13])CC)C.Cl[C:15](C1C=CC=CC=1)(C1C=CC=CC=1)C1C=CC=CC=1. (4) Given the product [CH2:1]([O:8][C:9]([N:11]1[CH2:16][CH2:15][C@H:14]([C:17]2[N:18]([CH2:44][CH:42]3[CH2:43][N:40]([C:38]([O:37][C:33]([CH3:34])([CH3:36])[CH3:35])=[O:39])[CH2:41]3)[CH:19]=[C:20]([C:22]3[CH:27]=[CH:26][C:25]([F:28])=[C:24]([CH3:29])[CH:23]=3)[N:21]=2)[C@H:13]([F:30])[CH2:12]1)=[O:10])[C:2]1[CH:7]=[CH:6][CH:5]=[CH:4][CH:3]=1, predict the reactants needed to synthesize it. The reactants are: [CH2:1]([O:8][C:9]([N:11]1[CH2:16][CH2:15][C@H:14]([C:17]2[NH:18][CH:19]=[C:20]([C:22]3[CH:27]=[CH:26][C:25]([F:28])=[C:24]([CH3:29])[CH:23]=3)[N:21]=2)[C@H:13]([F:30])[CH2:12]1)=[O:10])[C:2]1[CH:7]=[CH:6][CH:5]=[CH:4][CH:3]=1.[H-].[Na+].[C:33]([O:37][C:38]([N:40]1[CH2:43][CH:42]([CH2:44]I)[CH2:41]1)=[O:39])([CH3:36])([CH3:35])[CH3:34]. (5) Given the product [CH3:34][O:33][C:23]1[CH:22]=[C:21]([C:18]2[N:35]3[CH2:2][CH2:3][CH2:4][CH:5]([C:6]4[CH:11]=[CH:10][CH:9]=[C:8]([C:12]([F:15])([F:14])[F:13])[CH:7]=4)[C:16]3=[N:20][N:19]=2)[CH:26]=[CH:25][C:24]=1[C:27]1[O:31][C:30]([CH3:32])=[N:29][CH:28]=1, predict the reactants needed to synthesize it. The reactants are: Cl[CH2:2][CH2:3][CH2:4][CH:5]([C:16]1O[C:18]([C:21]2[CH:26]=[CH:25][C:24]([C:27]3[O:31][C:30]([CH3:32])=[N:29][CH:28]=3)=[C:23]([O:33][CH3:34])[CH:22]=2)=[N:19][N:20]=1)[C:6]1[CH:11]=[CH:10][CH:9]=[C:8]([C:12]([F:15])([F:14])[F:13])[CH:7]=1.[N-:35]=[N+]=[N-].[Na+].C1(P(C2C=CC=CC=2)C2C=CC=CC=2)C=CC=CC=1.